From a dataset of Catalyst prediction with 721,799 reactions and 888 catalyst types from USPTO. Predict which catalyst facilitates the given reaction. (1) Reactant: O=[C:2]1[CH2:5][C:4]2([CH2:10][CH2:9][N:8](C(OC(C)(C)C)=O)[CH2:7][CH2:6]2)[CH2:3]1.[CH2:18]([C:20]1[CH:21]=[C:22]([Mg]Br)[CH:23]=[CH:24][CH:25]=1)[CH3:19].C([SiH](CC)CC)C.FC(F)(F)C(O)=O.C(Cl)[Cl:43]. Product: [ClH:43].[CH2:18]([C:20]1[CH:25]=[C:24]([CH:2]2[CH2:3][C:4]3([CH2:6][CH2:7][NH:8][CH2:9][CH2:10]3)[CH2:5]2)[CH:23]=[CH:22][CH:21]=1)[CH3:19]. The catalyst class is: 1. (2) Reactant: [OH:1][C@H:2]1[CH2:7][CH2:6][C@H:5]2[C@H:8]3[C@H:17]([CH2:18][CH2:19][C@:3]12[CH3:4])[C@@H:16]1[C@H:11]([CH2:12][C:13](=O)[CH:14]=[CH:15]1)[CH2:10][CH2:9]3.C[O-].[Na+].Cl. Product: [CH3:4][C@:3]12[CH2:19][CH2:18][C@H:17]3[C@@H:8]([CH2:9][CH2:10][C:11]4[CH:12]=[CH:13][CH:14]=[CH:15][C:16]=43)[C@@H:5]1[CH2:6][CH2:7][C@@H:2]2[OH:1]. The catalyst class is: 17. (3) Reactant: Cl[C:2]1[C:7]([C:8](OCC)=[O:9])=[C:6]([CH3:13])[N:5]=[C:4]([Cl:14])[CH:3]=1.O.[NH2:16][NH2:17]. Product: [Cl:14][C:4]1[N:5]=[C:6]([CH3:13])[C:7]2[C:8](=[O:9])[NH:16][NH:17][C:2]=2[CH:3]=1. The catalyst class is: 40.